The task is: Predict the reactants needed to synthesize the given product.. This data is from Full USPTO retrosynthesis dataset with 1.9M reactions from patents (1976-2016). (1) Given the product [Cl:1][C:2]1[C:3]([O:12][CH2:13][CH2:14][N:15]2[CH:32]=[C:18]3[C:19]([C:23]([NH:34][CH3:33])=[O:24])=[N:20][CH:21]=[CH:22][C:17]3=[N:16]2)=[N:4][CH:5]=[C:6]([C:8]([F:10])([F:9])[F:11])[CH:7]=1, predict the reactants needed to synthesize it. The reactants are: [Cl:1][C:2]1[C:3]([O:12][CH2:13][CH2:14][N:15]2[CH:32]=[C:18]3[C:19]([C:23](OC4C=CC=CC=4)=[O:24])=[N:20][CH:21]=[CH:22][C:17]3=[N:16]2)=[N:4][CH:5]=[C:6]([C:8]([F:11])([F:10])[F:9])[CH:7]=1.[CH3:33][NH2:34]. (2) Given the product [F:22][C:23]1[CH:24]=[C:25]([NH:29][C:30]2[N:35]=[C:34]([NH:36][CH2:37][CH2:38][CH3:39])[C:33]([CH2:40][NH:1][C:2]3[CH:3]=[C:4]([NH:8][C:9](=[O:21])[C@@H:10]([N:12]([CH3:20])[C:13](=[O:19])[O:14][C:15]([CH3:17])([CH3:16])[CH3:18])[CH3:11])[CH:5]=[CH:6][CH:7]=3)=[CH:32][N:31]=2)[CH:26]=[CH:27][CH:28]=1, predict the reactants needed to synthesize it. The reactants are: [NH2:1][C:2]1[CH:3]=[C:4]([NH:8][C:9](=[O:21])[C@@H:10]([N:12]([CH3:20])[C:13](=[O:19])[O:14][C:15]([CH3:18])([CH3:17])[CH3:16])[CH3:11])[CH:5]=[CH:6][CH:7]=1.[F:22][C:23]1[CH:24]=[C:25]([NH:29][C:30]2[N:35]=[C:34]([NH:36][CH2:37][CH2:38][CH3:39])[C:33]([CH:40]=O)=[CH:32][N:31]=2)[CH:26]=[CH:27][CH:28]=1.C(O[BH-](OC(=O)C)OC(=O)C)(=O)C.[Na+].C(=O)([O-])O.[Na+]. (3) Given the product [CH3:1][CH:2]([CH3:16])[CH2:3][CH2:4][CH2:5][NH:6][C:7]([C:9]1[N:10]=[N:11][C:12]([N:20]2[CH2:21][CH2:22][N:17]([C:23](=[O:24])[C:25]3[CH:30]=[CH:29][CH:28]=[CH:27][C:26]=3[C:31]([F:34])([F:32])[F:33])[CH2:18][CH2:19]2)=[CH:13][CH:14]=1)=[O:8], predict the reactants needed to synthesize it. The reactants are: [CH3:1][CH:2]([CH3:16])[CH2:3][CH2:4][CH2:5][NH:6][C:7]([C:9]1[N:10]=[N:11][C:12](Cl)=[CH:13][CH:14]=1)=[O:8].[N:17]1([C:23]([C:25]2[CH:30]=[CH:29][CH:28]=[CH:27][C:26]=2[C:31]([F:34])([F:33])[F:32])=[O:24])[CH2:22][CH2:21][NH:20][CH2:19][CH2:18]1. (4) The reactants are: [C:1]([O:5][C:6]([NH:8][CH:9]1[CH2:14][CH2:13][CH2:12][CH:11]([C:15]([OH:17])=O)[CH2:10]1)=[O:7])([CH3:4])([CH3:3])[CH3:2].[Cl:18][C:19]1[CH:20]=[C:21]([CH2:25][NH2:26])[CH:22]=[CH:23][CH:24]=1.CN(C(ON1N=NC2C=CC=NC1=2)=[N+](C)C)C.F[P-](F)(F)(F)(F)F.CCN(C(C)C)C(C)C. Given the product [C:1]([O:5][C:6](=[O:7])[NH:8][CH:9]1[CH2:14][CH2:13][CH2:12][CH:11]([C:15](=[O:17])[NH:26][CH2:25][C:21]2[CH:22]=[CH:23][CH:24]=[C:19]([Cl:18])[CH:20]=2)[CH2:10]1)([CH3:2])([CH3:3])[CH3:4], predict the reactants needed to synthesize it. (5) The reactants are: [F:1][C:2]1[CH:7]=[CH:6][C:5]([CH2:8][C:9]([OH:11])=O)=[CH:4][CH:3]=1.[CH3:12][C:13]1[CH:18]=[CH:17][N:16]2[N:19]=[C:20]([NH2:33])[C:21]([C:22]3[CH:27]=[CH:26][C:25]([O:28][C:29]([F:32])([F:31])[F:30])=[CH:24][CH:23]=3)=[C:15]2[N:14]=1.Cl.CN(C)CCCN=C=NCC. Given the product [F:1][C:2]1[CH:3]=[CH:4][C:5]([CH2:8][C:9]([NH:33][C:20]2[C:21]([C:22]3[CH:23]=[CH:24][C:25]([O:28][C:29]([F:32])([F:30])[F:31])=[CH:26][CH:27]=3)=[C:15]3[N:14]=[C:13]([CH3:12])[CH:18]=[CH:17][N:16]3[N:19]=2)=[O:11])=[CH:6][CH:7]=1, predict the reactants needed to synthesize it. (6) Given the product [Cl:32][C:33]1[CH:38]=[C:37]([C:2]2[C:11]3[C:6](=[CH:7][C:8]([S:12]([N:15]([C:25]4[CH:29]=[CH:28][O:27][N:26]=4)[CH2:16][C:17]4[CH:22]=[CH:21][C:20]([O:23][CH3:24])=[CH:19][CH:18]=4)(=[O:14])=[O:13])=[CH:9][CH:10]=3)[C:5](=[O:30])[N:4]([CH3:31])[CH:3]=2)[C:36]([O:42][CH3:43])=[CH:35][C:34]=1[C:44]1[CH:49]=[CH:48][CH:47]=[C:46]([F:50])[CH:45]=1, predict the reactants needed to synthesize it. The reactants are: Br[C:2]1[C:11]2[C:6](=[CH:7][C:8]([S:12]([N:15]([C:25]3[CH:29]=[CH:28][O:27][N:26]=3)[CH2:16][C:17]3[CH:22]=[CH:21][C:20]([O:23][CH3:24])=[CH:19][CH:18]=3)(=[O:14])=[O:13])=[CH:9][CH:10]=2)[C:5](=[O:30])[N:4]([CH3:31])[CH:3]=1.[Cl:32][C:33]1[CH:38]=[C:37](B(O)O)[C:36]([O:42][CH3:43])=[CH:35][C:34]=1[C:44]1[CH:49]=[CH:48][CH:47]=[C:46]([F:50])[CH:45]=1.C(=O)([O-])[O-].[K+].[K+]. (7) Given the product [O:44]([C:41]1[CH:42]=[CH:43][C:38]([C:35]23[CH2:36][CH2:37][CH:32]([N:29]4[CH2:30][CH2:31][S:26](=[O:45])(=[O:25])[N:27]=[C:28]42)[CH2:33][CH2:34]3)=[CH:39][CH:40]=1)[C:19]1[CH:24]=[CH:23][CH:22]=[CH:21][CH:20]=1, predict the reactants needed to synthesize it. The reactants are: N1C=CC=CC=1C(O)=O.P([O-])([O-])([O-])=O.[K+].[K+].[K+].I[C:19]1[CH:24]=[CH:23][CH:22]=[CH:21][CH:20]=1.[O:25]=[S:26]1(=[O:45])[CH2:31][CH2:30][N:29]2[CH:32]3[CH2:37][CH2:36][C:35]([C:38]4[CH:43]=[CH:42][C:41]([OH:44])=[CH:40][CH:39]=4)([C:28]2=[N:27]1)[CH2:34][CH2:33]3.